From a dataset of Forward reaction prediction with 1.9M reactions from USPTO patents (1976-2016). Predict the product of the given reaction. Given the reactants [Cl:1][C:2]1[CH:3]=[C:4]([CH:22]=[C:23]([Cl:25])[CH:24]=1)[CH2:5][N:6]1[CH:10]=[CH:9][N:8]=[C:7]1[CH:11]([OH:21])[CH2:12][C:13]1[CH:18]=[CH:17][CH:16]=[C:15]([O:19][CH3:20])[CH:14]=1.CC(OI1(OC(C)=O)(OC(C)=O)OC(=O)C2C=CC=CC1=2)=O, predict the reaction product. The product is: [Cl:1][C:2]1[CH:3]=[C:4]([CH:22]=[C:23]([Cl:25])[CH:24]=1)[CH2:5][N:6]1[CH:10]=[CH:9][N:8]=[C:7]1[C:11](=[O:21])[CH2:12][C:13]1[CH:18]=[CH:17][CH:16]=[C:15]([O:19][CH3:20])[CH:14]=1.